Dataset: CYP2C9 inhibition data for predicting drug metabolism from PubChem BioAssay. Task: Regression/Classification. Given a drug SMILES string, predict its absorption, distribution, metabolism, or excretion properties. Task type varies by dataset: regression for continuous measurements (e.g., permeability, clearance, half-life) or binary classification for categorical outcomes (e.g., BBB penetration, CYP inhibition). Dataset: cyp2c9_veith. (1) The compound is COCCn1c(=O)c(-c2cccc(C#N)c2)nc2cnc(OCc3ccccc3)nc21. The result is 1 (inhibitor). (2) The compound is COc1ccccc1-c1nccc(NCc2cccs2)n1. The result is 0 (non-inhibitor). (3) The compound is Cn1cnc([N+](=O)[O-])c1Sc1nnc(-c2cccnc2)n1C. The result is 0 (non-inhibitor). (4) The compound is COC(=O)[C@H]1[C@H](OC)[C@@H](OC(=O)c2cc(OC)c(OC)c(OC)c2)C[C@H]2CN3CCc4c([nH]c5cc(OC)ccc45)[C@@H]3C[C@H]21. The result is 0 (non-inhibitor). (5) The molecule is COc1ccc(C(C(=O)NC2CCCCC2)N(C(=O)c2sc(C)nc2C)c2ccc(C(C)=O)cc2)cc1. The result is 0 (non-inhibitor).